This data is from Peptide-MHC class II binding affinity with 134,281 pairs from IEDB. The task is: Regression. Given a peptide amino acid sequence and an MHC pseudo amino acid sequence, predict their binding affinity value. This is MHC class II binding data. (1) The peptide sequence is GGRLAFQEFMIVPSG. The MHC is DRB1_0404 with pseudo-sequence DRB1_0404. The binding affinity (normalized) is 0.380. (2) The peptide sequence is NGVIKILTYPWDRIE. The MHC is HLA-DQA10201-DQB10402 with pseudo-sequence HLA-DQA10201-DQB10402. The binding affinity (normalized) is 0.270.